This data is from Peptide-MHC class I binding affinity with 185,985 pairs from IEDB/IMGT. The task is: Regression. Given a peptide amino acid sequence and an MHC pseudo amino acid sequence, predict their binding affinity value. This is MHC class I binding data. (1) The peptide sequence is WSPRDHTPA. The MHC is H-2-Dd with pseudo-sequence H-2-Dd. The binding affinity (normalized) is 0. (2) The peptide sequence is NIAEYIAGL. The MHC is HLA-A02:06 with pseudo-sequence HLA-A02:06. The binding affinity (normalized) is 0.818. (3) The peptide sequence is RLIVYPDLGV. The MHC is HLA-A68:02 with pseudo-sequence HLA-A68:02. The binding affinity (normalized) is 0.186. (4) The peptide sequence is CVGDHQAAMQI. The MHC is Mamu-B17 with pseudo-sequence Mamu-B17. The binding affinity (normalized) is 0. (5) The peptide sequence is HPDIVIYQY. The MHC is HLA-B15:01 with pseudo-sequence HLA-B15:01. The binding affinity (normalized) is 0.190. (6) The peptide sequence is VSVSAGKDF. The MHC is SLA-10401 with pseudo-sequence SLA-10401. The binding affinity (normalized) is 0.0847. (7) The peptide sequence is YRATYSMAL. The MHC is HLA-A03:01 with pseudo-sequence HLA-A03:01. The binding affinity (normalized) is 0.0847.